Dataset: Reaction yield outcomes from USPTO patents with 853,638 reactions. Task: Predict the reaction yield, written as a fraction of the theoretical maximum amount of product (1.0 means a 100% yield; for example, 0.34 means a 34% yield). (1) The reactants are [NH2:1][C:2]1[C:7]([F:8])=[C:6](Cl)[N:5]=[C:4]([C:10]([O:12][CH3:13])=[O:11])[C:3]=1[CH:14]=[CH2:15].[F:16][C:17]([F:28])([F:27])[C:18]1[N:23]=[CH:22][C:21](B(O)O)=[CH:20][CH:19]=1.[F-].[K+].C([O-])(O)=O.[Na+]. The catalyst is C(#N)C.O.Cl[Pd](Cl)([P](C1C=CC=CC=1)(C1C=CC=CC=1)C1C=CC=CC=1)[P](C1C=CC=CC=1)(C1C=CC=CC=1)C1C=CC=CC=1. The product is [NH2:1][C:2]1[C:3]([CH:14]=[CH2:15])=[C:4]([C:10]([O:12][CH3:13])=[O:11])[N:5]=[C:6]([C:21]2[CH:22]=[N:23][C:18]([C:17]([F:28])([F:27])[F:16])=[CH:19][CH:20]=2)[C:7]=1[F:8]. The yield is 0.670. (2) The reactants are [CH3:1][CH:2]([CH3:9])[C:3]([O:5][CH2:6][CH2:7]Cl)=[O:4].[C:10]([OH:17])(=[O:16])/[CH:11]=[CH:12]/[C:13]([OH:15])=[O:14]. The catalyst is CN1CCCC1=O. The product is [CH3:1][CH:2]([CH3:9])[C:3]([O:5][CH2:6][CH2:7][O:15][C:13](/[CH:12]=[CH:11]/[C:10]([OH:17])=[O:16])=[O:14])=[O:4]. The yield is 0.120. (3) The reactants are ClC1N=CN=C(C(NC2C=CC(S(NCC(OC)=O)(=O)=O)=CC=2C)=O)C=1.C(NC(C)C)(C)C.C1(CNC2CCCCC2)CC1.[CH:45]1([N:51]([CH2:77][CH:78]2[CH2:80][CH2:79]2)[C:52]2[N:57]=[CH:56][N:55]=[C:54]([C:58]([NH:60][C:61]3[CH:66]=[CH:65][C:64]([S:67]([NH:70][CH2:71][C:72]([O:74]C)=[O:73])(=[O:69])=[O:68])=[CH:63][C:62]=3[CH3:76])=[O:59])[CH:53]=2)[CH2:50][CH2:49][CH2:48][CH2:47][CH2:46]1.C1(N(CC2CC2)C2N=CN=C(C(NC3C=CC(S(NCC(OCC)=O)(=O)=O)=CC=3C)=O)C=2)CCCCC1. The catalyst is C(O)C. The product is [CH:45]1([N:51]([CH2:77][CH:78]2[CH2:79][CH2:80]2)[C:52]2[N:57]=[CH:56][N:55]=[C:54]([C:58]([NH:60][C:61]3[CH:66]=[CH:65][C:64]([S:67]([NH:70][CH2:71][C:72]([OH:74])=[O:73])(=[O:69])=[O:68])=[CH:63][C:62]=3[CH3:76])=[O:59])[CH:53]=2)[CH2:50][CH2:49][CH2:48][CH2:47][CH2:46]1. The yield is 0.870.